Dataset: Full USPTO retrosynthesis dataset with 1.9M reactions from patents (1976-2016). Task: Predict the reactants needed to synthesize the given product. (1) The reactants are: C([O:5]C([NH:8][CH2:9][CH2:10][CH2:11][O:12][C:13]1[CH:38]=[C:37]([O:39][CH3:40])[CH:36]=[CH:35][C:14]=1[C:15]([NH:17][C:18]1[CH:23]=[CH:22][N:21]=[CH:20][C:19]=1[NH:24][C:25](=[O:34])[C:26]1[CH:31]=[CH:30][C:29]([O:32][CH3:33])=[CH:28][CH:27]=1)=[O:16])=O)(C)(C)C.FC(F)(F)C(O)=O.ClCCl.C(=O)([O-])[O-].[K+].[K+]. Given the product [NH2:8][CH2:9][CH2:10][CH2:11][O:12][C:13]1[CH:38]=[C:37]([O:39][CH3:40])[CH:36]=[CH:35][C:14]=1[C:15]([NH:17][C:18]1[CH:23]=[CH:22][N:21]=[CH:20][C:19]=1[NH:24][C:25](=[O:34])[C:26]1[CH:31]=[CH:30][C:29]([O:32][CH3:33])=[CH:28][CH:27]=1)=[O:16].[OH-:5].[NH4+:8], predict the reactants needed to synthesize it. (2) Given the product [C:30]([O:29][C:27]([N:25]1[CH2:26][C@@H:21]([N:20]([C:18]([C:8]2[C:9]([NH:11][CH2:12][C:13]3[O:14][CH:15]=[CH:16][N:17]=3)=[N:10][C:5]([C:1]([CH3:4])([CH3:2])[CH3:3])=[N:6][CH:7]=2)=[O:19])[CH2:38][CH:39]([CH3:41])[CH3:40])[CH2:22][C@@H:23]([C:34]([OH:36])=[O:35])[CH2:24]1)=[O:28])([CH3:32])([CH3:33])[CH3:31], predict the reactants needed to synthesize it. The reactants are: [C:1]([C:5]1[N:10]=[C:9]([NH:11][CH2:12][C:13]2[O:14][CH:15]=[CH:16][N:17]=2)[C:8]([C:18]([N:20]([CH2:38][CH:39]([CH3:41])[CH3:40])[C@@H:21]2[CH2:26][N:25]([C:27]([O:29][C:30]([CH3:33])([CH3:32])[CH3:31])=[O:28])[CH2:24][C@H:23]([C:34]([O:36]C)=[O:35])[CH2:22]2)=[O:19])=[CH:7][N:6]=1)([CH3:4])([CH3:3])[CH3:2].[OH-].[Na+]. (3) The reactants are: [Li]CCCC.CCCCCC.[CH3:12][N:13]1[CH:17]=[N:16][NH:15][C:14]1=[S:18].[Cl:19][C:20]1[CH:48]=[CH:47][C:23]([C:24]([C:26]2[CH:27]=[C:28]3[C:33](=[CH:34][CH:35]=2)[N:32]([CH3:36])[C:31](=[O:37])[CH:30]=[C:29]3[CH2:38][CH2:39][C:40]2[CH:45]=[CH:44][CH:43]=[C:42]([Cl:46])[CH:41]=2)=[O:25])=[CH:22][CH:21]=1. Given the product [Cl:46][C:42]1[CH:41]=[C:40]([CH2:39][CH2:38][C:29]2[C:28]3[C:33](=[CH:34][CH:35]=[C:26]([C:24]([C:23]4[CH:22]=[CH:21][C:20]([Cl:19])=[CH:48][CH:47]=4)([OH:25])[C:17]4[N:13]([CH3:12])[C:14]([SH:18])=[N:15][N:16]=4)[CH:27]=3)[N:32]([CH3:36])[C:31](=[O:37])[CH:30]=2)[CH:45]=[CH:44][CH:43]=1, predict the reactants needed to synthesize it. (4) The reactants are: [Br:1][C:2]1[CH:7]=[CH:6][N:5]=[C:4]2[N:8]([CH:12]([CH3:14])[CH3:13])[CH:9]=[C:10](I)[C:3]=12.[N:15]1([C:20]2[CH:21]=[C:22](B(O)O)[CH:23]=[CH:24][CH:25]=2)[CH2:19][CH2:18][CH2:17][CH2:16]1.C(=O)([O-])[O-].[Na+].[Na+]. Given the product [Br:1][C:2]1[CH:7]=[CH:6][N:5]=[C:4]2[N:8]([CH:12]([CH3:14])[CH3:13])[CH:9]=[C:10]([C:22]3[CH:23]=[CH:24][CH:25]=[C:20]([N:15]4[CH2:16][CH2:17][CH2:18][CH2:19]4)[CH:21]=3)[C:3]=12, predict the reactants needed to synthesize it. (5) Given the product [OH:1][C:2]1([C:9]2[CH:14]=[CH:13][C:12]([O:15][CH3:16])=[CH:11][N:10]=2)[CH2:7][CH2:6][CH:5]([N:17]2[CH2:20][CH:19]([NH:21][C:22]([CH2:24][NH:25][C:26](=[O:37])[C:27]3[CH:32]=[CH:31][CH:30]=[C:29]([C:33]([F:36])([F:34])[F:35])[CH:28]=3)=[O:23])[CH2:18]2)[CH2:4][CH2:3]1, predict the reactants needed to synthesize it. The reactants are: [OH:1][C:2]1([C:9]2[CH:14]=[CH:13][C:12]([O:15][CH3:16])=[CH:11][N:10]=2)[CH2:7][CH2:6][C:5](=O)[CH2:4][CH2:3]1.[NH:17]1[CH2:20][CH:19]([NH:21][C:22]([CH2:24][NH:25][C:26](=[O:37])[C:27]2[CH:32]=[CH:31][CH:30]=[C:29]([C:33]([F:36])([F:35])[F:34])[CH:28]=2)=[O:23])[CH2:18]1. (6) Given the product [CH2:17]1[CH2:16][O:15][C:12]2[CH:13]=[CH:14][C:9]([NH:8][C:6]3[C:5]([F:19])=[CH:4][N:3]=[C:2]([NH:40][C:39]4[CH:38]=[CH:37][C:36]([O:35][CH2:29][CH2:30][CH2:31][CH2:32][CH2:33][CH3:34])=[CH:42][CH:41]=4)[N:7]=3)=[CH:10][C:11]=2[O:18]1, predict the reactants needed to synthesize it. The reactants are: Cl[C:2]1[N:7]=[C:6]([NH:8][C:9]2[CH:14]=[CH:13][C:12]3[O:15][CH2:16][CH2:17][O:18][C:11]=3[CH:10]=2)[C:5]([F:19])=[CH:4][N:3]=1.C(N(CC)C(C)C)(C)C.[CH2:29]([O:35][C:36]1[CH:42]=[CH:41][C:39]([NH2:40])=[CH:38][CH:37]=1)[CH2:30][CH2:31][CH2:32][CH2:33][CH3:34]. (7) The reactants are: [CH:1]1([CH2:7][O:8][C:9]2[CH:10]=[C:11]([CH:15]=[CH:16][CH:17]=2)[C:12]([OH:14])=O)[CH2:6][CH2:5][CH2:4][CH2:3][CH2:2]1.S(Cl)(Cl)=O.[NH2:22][C:23]1[CH:28]=[CH:27][CH:26]=[CH:25][C:24]=1[S:29]([NH2:32])(=[O:31])=[O:30]. Given the product [CH:1]1([CH2:7][O:8][C:9]2[CH:10]=[C:11]([CH:15]=[CH:16][CH:17]=2)[C:12]([NH:22][C:23]2[CH:28]=[CH:27][CH:26]=[CH:25][C:24]=2[S:29](=[O:31])(=[O:30])[NH2:32])=[O:14])[CH2:2][CH2:3][CH2:4][CH2:5][CH2:6]1, predict the reactants needed to synthesize it. (8) Given the product [ClH:26].[CH3:1][O:2][C:3]([C:5]1[CH:6]=[C:7]([CH2:11][O:12][CH2:13][C@@H:14]([C:16]([NH2:18])=[O:17])[NH2:15])[CH:8]=[CH:9][CH:10]=1)=[O:4], predict the reactants needed to synthesize it. The reactants are: [CH3:1][O:2][C:3]([C:5]1[CH:6]=[C:7]([CH2:11][O:12][CH2:13][C@@H:14]([C:16]([NH:18]C(OC(C)(C)C)=O)=[O:17])[NH2:15])[CH:8]=[CH:9][CH:10]=1)=[O:4].[ClH:26]. (9) Given the product [F:23][C:4]([F:3])([F:22])[C:5]1[CH:6]=[C:7]([C@H:15]2[O:19][C:18](=[O:20])[N:17]([CH2:25][C:26]3[CH:31]=[C:30]([C:32]([F:33])([F:35])[F:34])[CH:29]=[CH:28][C:27]=3[I:36])[C@H:16]2[CH3:21])[CH:8]=[C:9]([C:11]([F:12])([F:13])[F:14])[CH:10]=1, predict the reactants needed to synthesize it. The reactants are: [H-].[Na+].[F:3][C:4]([F:23])([F:22])[C:5]1[CH:6]=[C:7]([C@H:15]2[O:19][C:18](=[O:20])[NH:17][C@H:16]2[CH3:21])[CH:8]=[C:9]([C:11]([F:14])([F:13])[F:12])[CH:10]=1.Br[CH2:25][C:26]1[CH:31]=[C:30]([C:32]([F:35])([F:34])[F:33])[CH:29]=[CH:28][C:27]=1[I:36].